This data is from Full USPTO retrosynthesis dataset with 1.9M reactions from patents (1976-2016). The task is: Predict the reactants needed to synthesize the given product. (1) Given the product [F:10][C:11]1[CH:12]=[C:13]([CH:22]=[C:23]([C:25]([F:28])([F:26])[F:27])[CH:24]=1)[CH2:14][N:15]1[CH2:20][CH2:19][CH:18]([NH:21][C:2]2[N:7]=[C:6]([C:8]#[N:9])[CH:5]=[CH:4][CH:3]=2)[CH2:17][CH2:16]1, predict the reactants needed to synthesize it. The reactants are: Cl[C:2]1[N:7]=[C:6]([C:8]#[N:9])[CH:5]=[CH:4][CH:3]=1.[F:10][C:11]1[CH:12]=[C:13]([CH:22]=[C:23]([C:25]([F:28])([F:27])[F:26])[CH:24]=1)[CH2:14][N:15]1[CH2:20][CH2:19][CH:18]([NH2:21])[CH2:17][CH2:16]1.C(N(C(C)C)CC)(C)C. (2) Given the product [C:1]([O:5][C:6]([N:8]1[CH2:13][CH2:12][C:11]2([CH2:21][CH2:14]2)[CH2:10][C@@H:9]1[C:15]([O:17][CH3:18])=[O:16])=[O:7])([CH3:4])([CH3:3])[CH3:2], predict the reactants needed to synthesize it. The reactants are: [C:1]([O:5][C:6]([N:8]1[CH2:13][CH2:12][C:11](=[CH2:14])[CH2:10][C@@H:9]1[C:15]([O:17][CH3:18])=[O:16])=[O:7])([CH3:4])([CH3:3])[CH3:2].[N+](=[CH2:21])=[N-].C(O)(=O)C. (3) Given the product [NH2:1][C:2]1[C:3]([SH:10])=[N:4][CH:5]=[N:6][C:7]=1[Cl:8], predict the reactants needed to synthesize it. The reactants are: [NH2:1][C:2]1[C:3](Cl)=[N:4][CH:5]=[N:6][C:7]=1[Cl:8].[S-2:10].[Na+].[Na+].Cl. (4) The reactants are: O.O.[OH-].[Li+].C([O:7][C:8](=[O:33])[CH2:9][NH:10][C:11](=[O:32])[CH2:12][NH:13][C:14](=[O:31])[C@H:15]([CH2:24][CH:25]1[CH2:30][CH2:29][CH2:28][CH2:27][CH2:26]1)[NH:16][C:17]([C:19]1[O:20][CH:21]=[CH:22][CH:23]=1)=[O:18])C. Given the product [O:20]1[CH:21]=[CH:22][CH:23]=[C:19]1[C:17]([NH:16][C@H:15]([C:14]([NH:13][CH2:12][C:11]([NH:10][CH2:9][C:8]([OH:33])=[O:7])=[O:32])=[O:31])[CH2:24][CH:25]1[CH2:30][CH2:29][CH2:28][CH2:27][CH2:26]1)=[O:18], predict the reactants needed to synthesize it. (5) Given the product [CH3:11][N:12]1[C:16]([C:17]2[N:18]=[C:7]([OH:9])[C:3]3[S:4][CH:5]=[CH:6][C:2]=3[N:1]=2)=[CH:15][CH:14]=[N:13]1, predict the reactants needed to synthesize it. The reactants are: [NH2:1][C:2]1[CH:6]=[CH:5][S:4][C:3]=1[C:7]([O:9]C)=O.[CH3:11][N:12]1[C:16]([C:17]#[N:18])=[CH:15][CH:14]=[N:13]1.CC(C)([O-])C.[K+]. (6) Given the product [NH2:1][C:2]1[C:11]2[N:12]=[C:13]([CH2:31][CH2:32][CH2:33][CH3:34])[N:14]([CH2:15][CH2:16][CH2:17][N:18]([CH2:19][C:20]3[CH:21]=[CH:22][C:23]([CH2:26][C:27]([O:29][CH3:30])=[O:28])=[CH:24][CH:25]=3)[C:40](=[O:41])[CH2:39][S:36]([CH3:35])(=[O:38])=[O:37])[C:10]=2[C:9]2[CH:8]=[CH:7][CH:6]=[CH:5][C:4]=2[N:3]=1, predict the reactants needed to synthesize it. The reactants are: [NH2:1][C:2]1[C:11]2[N:12]=[C:13]([CH2:31][CH2:32][CH2:33][CH3:34])[N:14]([CH2:15][CH2:16][CH2:17][NH:18][CH2:19][C:20]3[CH:25]=[CH:24][C:23]([CH2:26][C:27]([O:29][CH3:30])=[O:28])=[CH:22][CH:21]=3)[C:10]=2[C:9]2[CH:8]=[CH:7][CH:6]=[CH:5][C:4]=2[N:3]=1.[CH3:35][S:36]([CH2:39][C:40](O)=[O:41])(=[O:38])=[O:37].CN(C(ON1N=NC2C=CC=NC1=2)=[N+](C)C)C.F[P-](F)(F)(F)(F)F.